This data is from Forward reaction prediction with 1.9M reactions from USPTO patents (1976-2016). The task is: Predict the product of the given reaction. (1) Given the reactants C(OC(=O)[CH2:5][NH:6][CH2:7][C@H:8]([NH:12][C:13]([O:15]CC1C=CC=CC=1)=O)[CH:9]([CH3:11])[CH3:10])C.[H][H], predict the reaction product. The product is: [CH:9]([C@H:8]1[NH:12][C:13](=[O:15])[CH2:5][NH:6][CH2:7]1)([CH3:11])[CH3:10]. (2) Given the reactants CN(C(ON1N=NC2C=CC=NC1=2)=[N+](C)C)C.F[P-](F)(F)(F)(F)F.CCN(C(C)C)C(C)C.[CH2:34]([O:41][N:42]1[C:48](=[O:49])[N:47]2[CH2:50][C@H:43]1[CH2:44][CH2:45][C@H:46]2[C:51]([OH:53])=O)[C:35]1[CH:40]=[CH:39][CH:38]=[CH:37][CH:36]=1.[NH:54]([C:56](=[O:69])[CH2:57][CH:58]1[CH2:61][N:60]([C:62]([O:64][C:65]([CH3:68])([CH3:67])[CH3:66])=[O:63])[CH2:59]1)[NH2:55], predict the reaction product. The product is: [CH2:34]([O:41][N:42]1[C:48](=[O:49])[N:47]2[CH2:50][C@H:43]1[CH2:44][CH2:45][C@H:46]2[C:51]([NH:55][NH:54][C:56](=[O:69])[CH2:57][CH:58]1[CH2:61][N:60]([C:62]([O:64][C:65]([CH3:67])([CH3:66])[CH3:68])=[O:63])[CH2:59]1)=[O:53])[C:35]1[CH:36]=[CH:37][CH:38]=[CH:39][CH:40]=1.